From a dataset of Reaction yield outcomes from USPTO patents with 853,638 reactions. Predict the reaction yield, written as a fraction of the theoretical maximum amount of product (1.0 means a 100% yield; for example, 0.34 means a 34% yield). (1) The reactants are [NH2:1][C:2]1[N:3]=[CH:4][C:5]([C:18]2[CH:25]=[CH:24][C:21]([CH:22]=O)=[CH:20][CH:19]=2)=[N:6][C:7]=1[NH:8][CH2:9][C:10]1[C:15]([Cl:16])=[CH:14][CH:13]=[CH:12][C:11]=1[Cl:17].[NH2:26][CH:27]1[CH2:32][CH2:31][N:30]([C:33]([O:35][C:36]([CH3:39])([CH3:38])[CH3:37])=[O:34])[C@@H:29]([C:40]([O:42][C:43]([CH3:46])([CH3:45])[CH3:44])=[O:41])[CH2:28]1. The catalyst is ClCCCl. The product is [NH2:1][C:2]1[N:3]=[CH:4][C:5]([C:18]2[CH:25]=[CH:24][C:21]([CH2:22][NH:26][CH:27]3[CH2:32][CH2:31][N:30]([C:33]([O:35][C:36]([CH3:37])([CH3:38])[CH3:39])=[O:34])[C@@H:29]([C:40]([O:42][C:43]([CH3:46])([CH3:45])[CH3:44])=[O:41])[CH2:28]3)=[CH:20][CH:19]=2)=[N:6][C:7]=1[NH:8][CH2:9][C:10]1[C:11]([Cl:17])=[CH:12][CH:13]=[CH:14][C:15]=1[Cl:16]. The yield is 0.810. (2) The reactants are Br[C:2]1[CH:15]=[CH:14][C:13]2[C:4](=[C:5]([C:22]3[CH:27]=[CH:26][CH:25]=[CH:24][CH:23]=3)[C:6]3[C:11]([C:12]=2[C:16]2[CH:21]=[CH:20][CH:19]=[CH:18][CH:17]=2)=[CH:10][CH:9]=[CH:8][CH:7]=3)[CH:3]=1.C([Li])CCC.[B:33](OCC)([O:37]CC)[O:34]CC.Cl. The catalyst is C1COCC1.CCCCCC. The product is [C:16]1([C:12]2[C:11]3[C:6]([C:5]([C:4]4[CH:13]=[CH:14][CH:15]=[CH:2][CH:3]=4)=[C:22]4[C:23]=2[CH:24]=[C:25]([B:33]([OH:37])[OH:34])[CH:26]=[CH:27]4)=[CH:7][CH:8]=[CH:9][CH:10]=3)[CH:21]=[CH:20][CH:19]=[CH:18][CH:17]=1. The yield is 0.720. (3) The product is [F:32][C:29]1[CH:28]=[CH:27][C:26]([C:16]2[C:17]3[C:22](=[CH:21][CH:20]=[C:19]([C:23]([NH:1][CH2:2][CH2:3][CH2:4][N:5]4[CH2:10][CH2:9][O:8][CH2:7][CH2:6]4)=[O:24])[CH:18]=3)[NH:14][N:15]=2)=[CH:31][CH:30]=1. The catalyst is N1C=CC=CC=1. The yield is 0.135. The reactants are [NH2:1][CH2:2][CH2:3][CH2:4][N:5]1[CH2:10][CH2:9][O:8][CH2:7][CH2:6]1.C([N:14]1[C:22]2[C:17](=[CH:18][C:19]([C:23](Cl)=[O:24])=[CH:20][CH:21]=2)[C:16]([C:26]2[CH:31]=[CH:30][C:29]([F:32])=[CH:28][CH:27]=2)=[N:15]1)(=O)C. (4) The reactants are [C:1]([C:5]1[CH:6]=[C:7]([NH:24][C:25]([NH:27][C@@H:28]2[C:37]3[C:32](=[CH:33][CH:34]=[CH:35][CH:36]=3)[C@H:31]([O:38][C:39]3[CH:40]=[CH:41][C:42]4[N:43]([C:45]([N:48]5[CH2:53][CH2:52][CH2:51][CH2:50][CH2:49]5)=[N:46][N:47]=4)[CH:44]=3)[CH2:30][CH2:29]2)=[O:26])[N:8]([C:10]2[CH:15]=[CH:14][C:13]([O:16][Si](C(C)(C)C)(C)C)=[CH:12][CH:11]=2)[N:9]=1)([CH3:4])([CH3:3])[CH3:2].CCCC[N+](CCCC)(CCCC)CCCC.[F-]. The catalyst is C1COCC1.O. The product is [C:1]([C:5]1[CH:6]=[C:7]([NH:24][C:25]([NH:27][C@@H:28]2[C:37]3[C:32](=[CH:33][CH:34]=[CH:35][CH:36]=3)[C@H:31]([O:38][C:39]3[CH:40]=[CH:41][C:42]4[N:43]([C:45]([N:48]5[CH2:53][CH2:52][CH2:51][CH2:50][CH2:49]5)=[N:46][N:47]=4)[CH:44]=3)[CH2:30][CH2:29]2)=[O:26])[N:8]([C:10]2[CH:15]=[CH:14][C:13]([OH:16])=[CH:12][CH:11]=2)[N:9]=1)([CH3:4])([CH3:2])[CH3:3]. The yield is 0.180. (5) The reactants are [OH:1][CH2:2][C:3]([C:5]1[CH:10]=[CH:9][C:8]([O:11][CH3:12])=[CH:7][CH:6]=1)=O.[C:13](#[N:17])[CH2:14][C:15]#[N:16].C(NCC)C.O. The catalyst is CN(C=O)C. The product is [NH2:17][C:13]1[O:1][CH:2]=[C:3]([C:5]2[CH:10]=[CH:9][C:8]([O:11][CH3:12])=[CH:7][CH:6]=2)[C:14]=1[C:15]#[N:16]. The yield is 0.870. (6) The reactants are [C:1]([O:5][C:6](=[O:21])[N:7]([CH2:11][C:12]1[CH:17]=[CH:16][C:15]([Cl:18])=[C:14]([CH:19]=O)[CH:13]=1)[CH2:8][CH2:9][F:10])([CH3:4])([CH3:3])[CH3:2].[CH:22]1([NH2:25])[CH2:24][CH2:23]1.[BH4-].[Na+]. The catalyst is CO. The product is [C:1]([O:5][C:6](=[O:21])[N:7]([CH2:11][C:12]1[CH:17]=[CH:16][C:15]([Cl:18])=[C:14]([CH2:19][NH:25][CH:22]2[CH2:24][CH2:23]2)[CH:13]=1)[CH2:8][CH2:9][F:10])([CH3:4])([CH3:3])[CH3:2]. The yield is 0.880.